Dataset: Forward reaction prediction with 1.9M reactions from USPTO patents (1976-2016). Task: Predict the product of the given reaction. (1) Given the reactants [CH2:1]([O:4][C:5]1[C:27]([CH3:28])=[CH:26][C:8]([C:9]([NH:11][NH:12][C:13](=O)[C:14]2[CH:19]=[C:18]([CH3:20])[C:17]([CH2:21][CH:22]([CH3:24])[CH3:23])=[N:16][CH:15]=2)=[O:10])=[CH:7][C:6]=1[CH3:29])[CH:2]=[CH2:3].CC[N+](S(N=C(OC)[O-])(=O)=O)(CC)CC, predict the reaction product. The product is: [CH2:1]([O:4][C:5]1[C:27]([CH3:28])=[CH:26][C:8]([C:9]2[O:10][C:13]([C:14]3[CH:19]=[C:18]([CH3:20])[C:17]([CH2:21][CH:22]([CH3:23])[CH3:24])=[N:16][CH:15]=3)=[N:12][N:11]=2)=[CH:7][C:6]=1[CH3:29])[CH:2]=[CH2:3]. (2) Given the reactants [CH:1]([C:4]1[N:5]=[C:6]([C:9]2[CH:18]=[C:17]([O:19][CH2:20][CH2:21][C@@H:22]3[NH:36][C:35](=[O:37])[N:34]([CH3:38])[CH2:33][CH2:32][CH2:31][CH2:30][CH:29]=[CH:28][C@H:27]4[C@@:25]([C:39](O)=[O:40])([CH2:26]4)[NH:24][C:23]3=[O:42])[C:16]3[C:11](=[C:12]([Cl:45])[C:13]([O:43][CH3:44])=[CH:14][CH:15]=3)[N:10]=2)[S:7][CH:8]=1)([CH3:3])[CH3:2].[C:46]([CH:48]1[CH2:52][CH2:51][CH2:50][N:49]1[S:53]([NH2:56])(=[O:55])=[O:54])#[CH:47], predict the reaction product. The product is: [Cl:45][C:12]1[C:13]([O:43][CH3:44])=[CH:14][CH:15]=[C:16]2[C:11]=1[N:10]=[C:9]([C:6]1[S:7][CH:8]=[C:4]([CH:1]([CH3:3])[CH3:2])[N:5]=1)[CH:18]=[C:17]2[O:19][CH2:20][CH2:21][C@@H:22]1[NH:36][C:35](=[O:37])[N:34]([CH3:38])[CH2:33][CH2:32][CH2:31][CH2:30][CH:29]=[CH:28][C@H:27]2[C@@:25]([C:39]([NH:56][S:53]([N:49]3[CH2:50][CH2:51][CH2:52][C@H:48]3[C:46]#[CH:47])(=[O:55])=[O:54])=[O:40])([CH2:26]2)[NH:24][C:23]1=[O:42]. (3) Given the reactants [CH:1]([O:4][C:5]([N:7]1[CH2:12][CH2:11][CH:10]([O:13][N:14]=[C:15]2[CH2:20][CH2:19][N:18]([C:21]3[CH:26]=[C:25]([F:27])[C:24]([C:28](O)=[O:29])=[CH:23][C:22]=3[F:31])[CH2:17][CH2:16]2)[CH2:9][CH2:8]1)=[O:6])([CH3:3])[CH3:2].[CH3:32]OC(=O)CN.C1C=C[C:41]2[N:46](O)N=[N:44][C:42]=2C=1.C(Cl)CCl, predict the reaction product. The product is: [CH:1]([O:4][C:5]([N:7]1[CH2:8][CH2:9][CH:10]([O:13][N:14]=[C:15]2[CH2:16][CH2:17][N:18]([C:21]3[CH:26]=[C:25]([F:27])[C:24]([C:28](=[O:29])[NH:46][CH2:41][CH2:42][NH:44][CH3:32])=[CH:23][C:22]=3[F:31])[CH2:19][CH2:20]2)[CH2:11][CH2:12]1)=[O:6])([CH3:2])[CH3:3].